From a dataset of Reaction yield outcomes from USPTO patents with 853,638 reactions. Predict the reaction yield, written as a fraction of the theoretical maximum amount of product (1.0 means a 100% yield; for example, 0.34 means a 34% yield). The reactants are [OH:1][C:2]1[CH:3]=[CH:4][C:5]2[C:6]([CH:14]=1)=[N:7][O:8][C:9]=2[C:10]([O:12]C)=[O:11].C([O-])([O-])=O.[K+].[K+].[CH3:21][C:22]1([CH3:25])[CH2:24][O:23]1.Cl. The catalyst is C(#N)C.O.CCOC(C)=O. The product is [OH:23][C:22]([CH3:25])([CH3:24])[CH2:21][O:1][C:2]1[CH:3]=[CH:4][C:5]2[C:6]([CH:14]=1)=[N:7][O:8][C:9]=2[C:10]([OH:12])=[O:11]. The yield is 0.250.